Dataset: Catalyst prediction with 721,799 reactions and 888 catalyst types from USPTO. Task: Predict which catalyst facilitates the given reaction. (1) The catalyst class is: 2. Reactant: [CH3:1][CH:2]([C:4]1[N:8]=[C:7]([N:9]2[CH2:14][CH2:13][CH:12]([CH2:15][O:16][C:17]3[CH:22]=[CH:21][C:20]([C:23]4[CH:28]=[CH:27][C:26]([S:29]([NH:32][CH2:33][CH2:34][NH:35]C(=O)OC(C)(C)C)(=[O:31])=[O:30])=[CH:25][CH:24]=4)=[CH:19][CH:18]=3)[CH2:11][CH2:10]2)[O:6][N:5]=1)[CH3:3].[C:43]([OH:49])([C:45]([F:48])([F:47])[F:46])=[O:44]. Product: [C:43]([OH:49])([C:45]([F:48])([F:47])[F:46])=[O:44].[F:46][C:45]([F:48])([F:47])[C:43]([OH:49])=[O:44].[NH2:35][CH2:34][CH2:33][NH:32][S:29]([C:26]1[CH:27]=[CH:28][C:23]([C:20]2[CH:19]=[CH:18][C:17]([O:16][CH2:15][CH:12]3[CH2:11][CH2:10][N:9]([C:7]4[O:6][N:5]=[C:4]([CH:2]([CH3:3])[CH3:1])[N:8]=4)[CH2:14][CH2:13]3)=[CH:22][CH:21]=2)=[CH:24][CH:25]=1)(=[O:30])=[O:31]. (2) Reactant: [Cl:1][C:2]1[CH:8]=[CH:7][C:6]([N:9]2[CH2:14][CH2:13][O:12][CH2:11][CH2:10]2)=[CH:5][C:3]=1[NH2:4].C(=O)([O-])[O-].[K+].[K+].Cl[CH2:22][C:23](Cl)=[O:24].[CH2:26]([CH2:28][NH2:29])[OH:27].[I-].[Na+]. Product: [Cl:1][C:2]1[CH:8]=[CH:7][C:6]([N:9]2[CH2:14][CH2:13][O:12][CH2:11][CH2:10]2)=[CH:5][C:3]=1[NH:4][C:23](=[O:24])[CH2:22][NH:29][CH2:28][CH2:26][OH:27]. The catalyst class is: 30.